This data is from Reaction yield outcomes from USPTO patents with 853,638 reactions. The task is: Predict the reaction yield, written as a fraction of the theoretical maximum amount of product (1.0 means a 100% yield; for example, 0.34 means a 34% yield). (1) The reactants are [CH3:1][N:2]([C:15]1[CH:20]=[C:19]([O:21][C:22]2[CH:23]=[C:24]3[C:28](=[CH:29][CH:30]=2)[N:27]([C:31](=[O:34])[NH:32][CH3:33])[CH:26]=[CH:25]3)[CH:18]=[CH:17][N:16]=1)[C:3](=O)[O:4]C1C=CC([N+]([O-])=O)=CC=1.[NH3:35]. The catalyst is CN(C)C=O. The product is [CH3:33][NH:32][C:31]([N:27]1[C:28]2[C:24](=[CH:23][C:22]([O:21][C:19]3[CH:18]=[CH:17][N:16]=[C:15]([N:2]([CH3:1])[C:3]([NH2:35])=[O:4])[CH:20]=3)=[CH:30][CH:29]=2)[CH:25]=[CH:26]1)=[O:34]. The yield is 0.480. (2) The reactants are [CH3:1][N:2]([CH3:46])[C:3]([C:5]1[CH:10]=[CH:9][C:8]([NH:11][C:12](=[O:45])[NH:13][C:14]2[CH:19]=[CH:18][C:17]([C:20]3[N:29]=[C:28]([N:30]4[CH2:35][CH2:34][O:33][CH2:32][CH2:31]4)[C:27]4[C:22](=[CH:23][C:24]([C:36]5[O:40][C:39]([C:41]([O:43]C)=[O:42])=[CH:38][CH:37]=5)=[CH:25][CH:26]=4)[N:21]=3)=[CH:16][CH:15]=2)=[CH:7][CH:6]=1)=[O:4].O.[OH-].[Li+]. The catalyst is CO.C1COCC1.O. The product is [CH3:1][N:2]([CH3:46])[C:3]([C:5]1[CH:6]=[CH:7][C:8]([NH:11][C:12](=[O:45])[NH:13][C:14]2[CH:15]=[CH:16][C:17]([C:20]3[N:29]=[C:28]([N:30]4[CH2:35][CH2:34][O:33][CH2:32][CH2:31]4)[C:27]4[C:22](=[CH:23][C:24]([C:36]5[O:40][C:39]([C:41]([OH:43])=[O:42])=[CH:38][CH:37]=5)=[CH:25][CH:26]=4)[N:21]=3)=[CH:18][CH:19]=2)=[CH:9][CH:10]=1)=[O:4]. The yield is 0.610. (3) The product is [C:1]([N:5]1[CH2:6][CH:7]([N:9]2[CH2:10][CH2:11][N:12]([C:15](=[O:31])[CH2:16][NH:17][C:18]3[CH:26]=[C:25]([CH:27]4[CH2:28][CH2:29]4)[C:24]([Cl:30])=[CH:23][C:19]=3[C:20]#[N:22])[CH2:13][CH2:14]2)[CH2:8]1)(=[O:4])[CH:2]=[CH2:3]. The catalyst is C(Cl)Cl. The yield is 0.720. The reactants are [C:1]([N:5]1[CH2:8][CH:7]([N:9]2[CH2:14][CH2:13][N:12]([C:15](=[O:31])[CH2:16][NH:17][C:18]3[CH:26]=[C:25]([CH:27]4[CH2:29][CH2:28]4)[C:24]([Cl:30])=[CH:23][C:19]=3[C:20]([NH2:22])=O)[CH2:11][CH2:10]2)[CH2:6]1)(=[O:4])[CH:2]=[CH2:3].CCN(CC)CC.FC(F)(F)C(OC(=O)C(F)(F)F)=O.O.